Dataset: Merck oncology drug combination screen with 23,052 pairs across 39 cell lines. Task: Regression. Given two drug SMILES strings and cell line genomic features, predict the synergy score measuring deviation from expected non-interaction effect. Drug 1: CN(C)C(=N)N=C(N)N. Drug 2: O=C(CCCCCCC(=O)Nc1ccccc1)NO. Cell line: ES2. Synergy scores: synergy=-4.67.